Predict the reaction yield, written as a fraction of the theoretical maximum amount of product (1.0 means a 100% yield; for example, 0.34 means a 34% yield). From a dataset of Reaction yield outcomes from USPTO patents with 853,638 reactions. (1) The reactants are [OH-].[Li+].C[O:4][C:5]([CH:7]1[CH2:12][CH2:11][CH:10]([C:13]2[NH:17][C:16](=[O:18])[O:15][N:14]=2)[CH2:9][CH2:8]1)=[O:6]. The catalyst is C1COCC1. The yield is 0.200. The product is [O:18]=[C:16]1[O:15][N:14]=[C:13]([CH:10]2[CH2:9][CH2:8][CH:7]([C:5]([OH:6])=[O:4])[CH2:12][CH2:11]2)[NH:17]1. (2) The reactants are [Br:1][C:2]1[CH:7]=[CH:6][C:5]([OH:8])=[CH:4][CH:3]=1.[Br:9][CH:10](Br)[CH3:11].[OH-].[Na+]. The catalyst is O. The product is [Br:1][C:2]1[CH:7]=[CH:6][C:5]([O:8][CH2:11][CH2:10][Br:9])=[CH:4][CH:3]=1. The yield is 0.830.